From a dataset of Full USPTO retrosynthesis dataset with 1.9M reactions from patents (1976-2016). Predict the reactants needed to synthesize the given product. (1) Given the product [O:26]1[CH2:29][C:28](=[CH:6][C:1]([O:3][CH2:4][CH3:5])=[O:2])[CH2:27]1, predict the reactants needed to synthesize it. The reactants are: [C:1]([CH:6]=P(C1C=CC=CC=1)(C1C=CC=CC=1)C1C=CC=CC=1)([O:3][CH2:4][CH3:5])=[O:2].[O:26]1[CH2:29][C:28](=O)[CH2:27]1. (2) Given the product [NH2:10][CH2:11][CH:12]1[O:16][C:15]2[CH:17]=[CH:18][C:19]([CH2:21][CH:22]([N:24]([CH2:31][CH3:32])[C:25](=[O:30])[C:26]([F:28])([F:27])[F:29])[CH3:23])=[CH:20][C:14]=2[O:13]1, predict the reactants needed to synthesize it. The reactants are: C(OC(=O)[NH:10][CH2:11][CH:12]1[O:16][C:15]2[CH:17]=[CH:18][C:19]([CH2:21][CH:22]([N:24]([CH2:31][CH3:32])[C:25](=[O:30])[C:26]([F:29])([F:28])[F:27])[CH3:23])=[CH:20][C:14]=2[O:13]1)C1C=CC=CC=1. (3) Given the product [F:28][C:20]1[CH:21]=[C:22]([N+:25]([O-:27])=[O:26])[CH:23]=[CH:24][C:19]=1[O:18][C:15]1[CH:14]=[CH:13][N:12]=[C:11]2[CH:10]=[C:9]([C:6]3[CH:7]=[CH:8][C:3]([CH2:2][N:30]([CH3:29])[CH2:31][CH2:32][OH:33])=[CH:4][CH:5]=3)[S:17][C:16]=12, predict the reactants needed to synthesize it. The reactants are: Cl[CH2:2][C:3]1[CH:8]=[CH:7][C:6]([C:9]2[S:17][C:16]3[C:11](=[N:12][CH:13]=[CH:14][C:15]=3[O:18][C:19]3[CH:24]=[CH:23][C:22]([N+:25]([O-:27])=[O:26])=[CH:21][C:20]=3[F:28])[CH:10]=2)=[CH:5][CH:4]=1.[CH3:29][NH:30][CH2:31][CH2:32][OH:33]. (4) Given the product [CH2:1]([N:3]([CH2:29][C:30]1[CH:31]=[CH:32][C:33]([O:36][CH2:39][CH2:40][N:42]2[CH2:47][CH2:46][CH:45]([CH3:48])[CH2:44][CH2:43]2)=[CH:34][CH:35]=1)[C:4]1[CH:9]=[C:8]([O:10][CH3:11])[CH:7]=[CH:6][C:5]=1[CH:12]1[CH2:21][CH2:20][C:19]2[CH:18]=[C:17]([OH:22])[CH:16]=[CH:15][C:14]=2[CH2:13]1)[CH3:2], predict the reactants needed to synthesize it. The reactants are: [CH2:1]([N:3]([C:29](=O)[C:30]1[CH:35]=[CH:34][C:33]([OH:36])=[CH:32][CH:31]=1)[C:4]1[CH:9]=[C:8]([O:10][CH3:11])[CH:7]=[CH:6][C:5]=1[CH:12]1[CH2:21][CH2:20][C:19]2[CH:18]=[C:17]([O:22]C(=O)C(C)(C)C)[CH:16]=[CH:15][C:14]=2[CH2:13]1)[CH3:2].Cl[CH2:39][C:40]([N:42]1[CH2:47][CH2:46][CH:45]([CH3:48])[CH2:44][CH2:43]1)=O. (5) Given the product [F:1][C:2]1[CH:3]=[C:4]([CH2:9][C@H:10]([C:12]2[CH:17]=[CH:16][CH:15]=[CH:14][CH:13]=2)[CH3:11])[CH:5]=[C:6]([F:8])[CH:7]=1, predict the reactants needed to synthesize it. The reactants are: [F:1][C:2]1[CH:3]=[C:4]([C:9](=O)[C@H:10]([C:12]2[CH:17]=[CH:16][CH:15]=[CH:14][CH:13]=2)[CH3:11])[CH:5]=[C:6]([F:8])[CH:7]=1.ClC1C=CC(C(=O)[C@H](C2C=CC=CC=2)C)=CC=1. (6) Given the product [CH2:1]([C@@H:3]1[CH:7]([OH:20])[CH2:6][C@H:5]([CH2:8][CH3:9])[N:4]1[C:10]([O:12][C:13]([CH3:14])([CH3:16])[CH3:15])=[O:11])[CH3:2], predict the reactants needed to synthesize it. The reactants are: [CH2:1]([C@@H:3]1[CH:7]=[CH:6][C@H:5]([CH2:8][CH3:9])[N:4]1[C:10]([O:12][C:13]([CH3:16])([CH3:15])[CH3:14])=[O:11])[CH3:2].CSC.[OH-:20].[Na+].OO. (7) Given the product [C:24]([N:7]1[CH2:6][C:5]2([CH2:1][CH2:2][N:3]([C:10]([O:12][C:13]([CH3:16])([CH3:15])[CH3:14])=[O:11])[CH2:4]2)[CH2:9][CH2:8]1)(=[O:27])[CH2:25][CH3:26], predict the reactants needed to synthesize it. The reactants are: [CH2:1]1[C:5]2([CH2:9][CH2:8][NH:7][CH2:6]2)[CH2:4][N:3]([C:10]([O:12][C:13]([CH3:16])([CH3:15])[CH3:14])=[O:11])[CH2:2]1.CCN(CC)CC.[C:24](Cl)(=[O:27])[CH2:25][CH3:26]. (8) Given the product [OH:5][C:6]1[CH:7]=[C:8]([O:20][C:21]2[CH:22]=[N:23][C:24]([S:27]([CH3:30])(=[O:29])=[O:28])=[CH:25][CH:26]=2)[CH:9]=[C:10]2[C:14]=1[NH:13][C:12]([C:15]([OH:17])=[O:16])=[CH:11]2, predict the reactants needed to synthesize it. The reactants are: CS([O:5][C:6]1[CH:7]=[C:8]([O:20][C:21]2[CH:22]=[N:23][C:24]([S:27]([CH3:30])(=[O:29])=[O:28])=[CH:25][CH:26]=2)[CH:9]=[C:10]2[C:14]=1[NH:13][C:12]([C:15]([O:17]CC)=[O:16])=[CH:11]2)(=O)=O.[OH-].[K+]. (9) Given the product [F:1][C:2]1[CH:7]=[CH:6][CH:5]=[CH:4][C:3]=1[CH:8]1[CH2:10][CH:9]1[C:11]([OH:13])=[O:12], predict the reactants needed to synthesize it. The reactants are: [F:1][C:2]1[CH:7]=[CH:6][CH:5]=[CH:4][C:3]=1[CH:8]1[CH2:10][CH:9]1[C:11]([O:13]C)=[O:12].[OH-].[Na+].O.CO.